From a dataset of Catalyst prediction with 721,799 reactions and 888 catalyst types from USPTO. Predict which catalyst facilitates the given reaction. (1) Reactant: [F:1][C:2]1[CH:3]=[CH:4][C:5]([O:28][CH3:29])=[C:6]([C:8]2[CH:13]=[CH:12][N:11]=[C:10]3[N:14]([S:18]([C:21]4[CH:27]=[CH:26][C:24]([CH3:25])=[CH:23][CH:22]=4)(=[O:20])=[O:19])[C:15](I)=[CH:16][C:9]=23)[CH:7]=1.CC1(C)C(C)(C)OB([C:38]2[CH2:39][N:40]([C:43]([O:45][C:46]([CH3:49])([CH3:48])[CH3:47])=[O:44])[CH2:41][CH:42]=2)O1.C(=O)([O-])[O-].[Na+].[Na+].N#N. Product: [F:1][C:2]1[CH:3]=[CH:4][C:5]([O:28][CH3:29])=[C:6]([C:8]2[CH:13]=[CH:12][N:11]=[C:10]3[N:14]([S:18]([C:21]4[CH:27]=[CH:26][C:24]([CH3:25])=[CH:23][CH:22]=4)(=[O:20])=[O:19])[C:15]([C:42]4[CH2:41][N:40]([C:43]([O:45][C:46]([CH3:49])([CH3:48])[CH3:47])=[O:44])[CH2:39][CH:38]=4)=[CH:16][C:9]=23)[CH:7]=1. The catalyst class is: 12. (2) Reactant: [OH:1][C:2]1[C:7]([CH:8]=[O:9])=[CH:6][C:5]([O:10][CH3:11])=[N:4][CH:3]=1.Cl.Cl[CH2:14][C:15]1[CH:20]=[CH:19][N:18]=[CH:17][C:16]=1[C:21]1[N:25]([CH:26]([CH3:28])[CH3:27])[N:24]=[CH:23][CH:22]=1.C([O-])([O-])=O.[K+].[K+]. Product: [CH:26]([N:25]1[C:21]([C:16]2[CH:17]=[N:18][CH:19]=[CH:20][C:15]=2[CH2:14][O:1][C:2]2[C:7]([CH:8]=[O:9])=[CH:6][C:5]([O:10][CH3:11])=[N:4][CH:3]=2)=[CH:22][CH:23]=[N:24]1)([CH3:28])[CH3:27]. The catalyst class is: 3. (3) Reactant: [F:1][C:2]1[CH:35]=[C:34]([F:36])[CH:33]=[CH:32][C:3]=1[CH2:4][NH:5][C:6]1[C:11]([C:12]2[CH:17]=[CH:16][C:15]([F:18])=[CH:14][C:13]=2[F:19])=[CH:10][N:9]=[C:8]([N:20]2[CH2:25][CH2:24][CH:23]([N:26]3[CH2:31][CH2:30][CH2:29][CH2:28][CH2:27]3)[CH2:22][CH2:21]2)[N:7]=1.[CH3:37][I:38]. Product: [I-:38].[F:1][C:2]1[CH:35]=[C:34]([F:36])[CH:33]=[CH:32][C:3]=1[CH2:4][NH:5][C:6]1[C:11]([C:12]2[CH:17]=[CH:16][C:15]([F:18])=[CH:14][C:13]=2[F:19])=[CH:10][N:9]=[C:8]([N:20]2[CH2:21][CH2:22][CH:23]([N+:26]3([CH3:37])[CH2:27][CH2:28][CH2:29][CH2:30][CH2:31]3)[CH2:24][CH2:25]2)[N:7]=1. The catalyst class is: 4. (4) Reactant: [CH2:7](S)[CH2:8][CH2:9][CH2:10][CH2:11][CH2:12][CH2:7][CH2:8][CH2:9][CH2:10][CH2:11][CH3:12].CO.[OH-].[Na+].[N:18]#[N:19].C(O[CH2:24][CH3:25])(=O)C. Product: [N:18]([C:12]1[CH:11]=[CH:10][CH:9]=[CH:8][CH:7]=1)=[N:19][C:25]1[CH:24]=[CH:10][CH:9]=[CH:8][CH:7]=1. The catalyst class is: 136.